This data is from NCI-60 drug combinations with 297,098 pairs across 59 cell lines. The task is: Regression. Given two drug SMILES strings and cell line genomic features, predict the synergy score measuring deviation from expected non-interaction effect. (1) Drug 1: CCC1=CC2CC(C3=C(CN(C2)C1)C4=CC=CC=C4N3)(C5=C(C=C6C(=C5)C78CCN9C7C(C=CC9)(C(C(C8N6C)(C(=O)OC)O)OC(=O)C)CC)OC)C(=O)OC.C(C(C(=O)O)O)(C(=O)O)O. Drug 2: C#CCC(CC1=CN=C2C(=N1)C(=NC(=N2)N)N)C3=CC=C(C=C3)C(=O)NC(CCC(=O)O)C(=O)O. Cell line: SF-539. Synergy scores: CSS=25.1, Synergy_ZIP=-3.42, Synergy_Bliss=-5.53, Synergy_Loewe=-12.5, Synergy_HSA=-4.31. (2) Drug 1: CC(C)(C#N)C1=CC(=CC(=C1)CN2C=NC=N2)C(C)(C)C#N. Drug 2: C(CN)CNCCSP(=O)(O)O. Cell line: SK-MEL-2. Synergy scores: CSS=7.02, Synergy_ZIP=6.99, Synergy_Bliss=11.1, Synergy_Loewe=11.6, Synergy_HSA=6.84. (3) Cell line: HOP-92. Drug 2: CC12CCC3C(C1CCC2OP(=O)(O)O)CCC4=C3C=CC(=C4)OC(=O)N(CCCl)CCCl.[Na+]. Drug 1: C1CCC(CC1)NC(=O)N(CCCl)N=O. Synergy scores: CSS=8.64, Synergy_ZIP=-7.73, Synergy_Bliss=-10.9, Synergy_Loewe=-18.6, Synergy_HSA=-11.1. (4) Drug 1: C1=CC(=C2C(=C1NCCNCCO)C(=O)C3=C(C=CC(=C3C2=O)O)O)NCCNCCO. Drug 2: CCN(CC)CCCC(C)NC1=C2C=C(C=CC2=NC3=C1C=CC(=C3)Cl)OC. Cell line: SN12C. Synergy scores: CSS=55.9, Synergy_ZIP=3.56, Synergy_Bliss=5.71, Synergy_Loewe=-4.14, Synergy_HSA=7.20. (5) Drug 1: CN1CCC(CC1)COC2=C(C=C3C(=C2)N=CN=C3NC4=C(C=C(C=C4)Br)F)OC. Drug 2: CC(C)CN1C=NC2=C1C3=CC=CC=C3N=C2N. Cell line: HOP-62. Synergy scores: CSS=-2.20, Synergy_ZIP=0.915, Synergy_Bliss=0.553, Synergy_Loewe=-3.24, Synergy_HSA=-2.75. (6) Drug 2: C1=NC2=C(N1)C(=S)N=CN2. Cell line: SK-MEL-5. Synergy scores: CSS=19.3, Synergy_ZIP=-2.84, Synergy_Bliss=2.62, Synergy_Loewe=-17.7, Synergy_HSA=2.18. Drug 1: C1CC(=O)NC(=O)C1N2CC3=C(C2=O)C=CC=C3N. (7) Synergy scores: CSS=27.8, Synergy_ZIP=-1.13, Synergy_Bliss=0.684, Synergy_Loewe=0.363, Synergy_HSA=2.07. Cell line: NCI-H226. Drug 2: C1CCC(C(C1)N)N.C(=O)(C(=O)[O-])[O-].[Pt+4]. Drug 1: CC12CCC3C(C1CCC2=O)CC(=C)C4=CC(=O)C=CC34C.